The task is: Predict the product of the given reaction.. This data is from Forward reaction prediction with 1.9M reactions from USPTO patents (1976-2016). Given the reactants CO[C:3]([C:5]1[C:10]([OH:11])=[C:9]([NH:12][C:13](=[O:15])[CH3:14])[CH:8]=[C:7]([CH:16]2[CH2:20][CH2:19][CH2:18][O:17]2)[N:6]=1)=[O:4].[F:21][C:22]1[CH:29]=[CH:28][C:25]([CH2:26][NH2:27])=[CH:24][CH:23]=1, predict the reaction product. The product is: [F:21][C:22]1[CH:29]=[CH:28][C:25]([CH2:26][NH:27][C:3]([C:5]2[C:10]([OH:11])=[C:9]([NH:12][C:13](=[O:15])[CH3:14])[CH:8]=[C:7]([CH:16]3[CH2:20][CH2:19][CH2:18][O:17]3)[N:6]=2)=[O:4])=[CH:24][CH:23]=1.